From a dataset of Forward reaction prediction with 1.9M reactions from USPTO patents (1976-2016). Predict the product of the given reaction. (1) Given the reactants [CH3:1][C:2]1[CH:3]=[C:4]([CH2:11][OH:12])[CH:5]=[CH:6][C:7]=1[N+:8]([O-:10])=[O:9], predict the reaction product. The product is: [CH3:1][C:2]1[CH:3]=[C:4]([CH:5]=[CH:6][C:7]=1[N+:8]([O-:10])=[O:9])[CH:11]=[O:12]. (2) Given the reactants [CH2:1]([C:8]1[CH:9]=[N:10][C:11]2[C:16]([C:17]=1[C:18]1[CH:19]=[C:20]([NH2:24])[CH:21]=[CH:22][CH:23]=1)=[CH:15][CH:14]=[CH:13][C:12]=2[C:25]([F:28])([F:27])[F:26])[C:2]1[CH:7]=[CH:6][CH:5]=[CH:4][CH:3]=1.[F:29][C:30]1[CH:31]=[CH:32][C:33]([C:38]([F:41])([F:40])[F:39])=[C:34]([CH:37]=1)[CH:35]=O, predict the reaction product. The product is: [CH2:1]([C:8]1[CH:9]=[N:10][C:11]2[C:16]([C:17]=1[C:18]1[CH:19]=[C:20]([NH:24][CH2:35][C:34]3[CH:37]=[C:30]([F:29])[CH:31]=[CH:32][C:33]=3[C:38]([F:40])([F:39])[F:41])[CH:21]=[CH:22][CH:23]=1)=[CH:15][CH:14]=[CH:13][C:12]=2[C:25]([F:28])([F:26])[F:27])[C:2]1[CH:3]=[CH:4][CH:5]=[CH:6][CH:7]=1. (3) Given the reactants [ClH:1].Cl.[F:3][C:4]1[CH:9]=[C:8]([C:10]#[N:11])[CH:7]=[CH:6][C:5]=1[C:12]1[CH:17]=[CH:16][C:15]([O:18][C:19]([F:22])([F:21])[F:20])=[C:14]([CH2:23][NH:24][C@H:25]2[CH2:30][CH2:29][NH:28][CH2:27][C@H:26]2[C:31]2[CH:36]=[CH:35][CH:34]=[CH:33][CH:32]=2)[CH:13]=1.[O:37]=[C:38]1[CH2:42][C:41]2([CH2:47][CH2:46][CH2:45][CH2:44][CH2:43]2)[CH2:40][N:39]1[CH2:48][C:49](O)=[O:50].Cl.C(OCC)(=O)C, predict the reaction product. The product is: [ClH:1].[F:3][C:4]1[CH:9]=[C:8]([C:10]#[N:11])[CH:7]=[CH:6][C:5]=1[C:12]1[CH:17]=[CH:16][C:15]([O:18][C:19]([F:21])([F:22])[F:20])=[C:14]([CH2:23][NH:24][C@H:25]2[CH2:30][CH2:29][N:28]([C:49](=[O:50])[CH2:48][N:39]3[C:38](=[O:37])[CH2:42][C:41]4([CH2:43][CH2:44][CH2:45][CH2:46][CH2:47]4)[CH2:40]3)[CH2:27][C@H:26]2[C:31]2[CH:32]=[CH:33][CH:34]=[CH:35][CH:36]=2)[CH:13]=1. (4) Given the reactants [F:1][C:2]1([F:15])[O:7][C:6]2[CH:8]=[CH:9][C:10]([NH2:12])=[CH:11][C:5]=2[O:4][C:3]1([F:14])[F:13].[N+:16]([C:19]1[CH:27]=[CH:26][CH:25]=[CH:24][C:20]=1[C:21](Cl)=[O:22])([O-:18])=[O:17].C(Cl)Cl, predict the reaction product. The product is: [N+:16]([C:19]1[CH:27]=[CH:26][CH:25]=[CH:24][C:20]=1[C:21]([NH:12][C:10]1[CH:9]=[CH:8][C:6]2[O:7][C:2]([F:1])([F:15])[C:3]([F:13])([F:14])[O:4][C:5]=2[CH:11]=1)=[O:22])([O-:18])=[O:17].